Regression. Given two drug SMILES strings and cell line genomic features, predict the synergy score measuring deviation from expected non-interaction effect. From a dataset of NCI-60 drug combinations with 297,098 pairs across 59 cell lines. Drug 1: C1C(C(OC1N2C=NC3=C(N=C(N=C32)Cl)N)CO)O. Drug 2: COCCOC1=C(C=C2C(=C1)C(=NC=N2)NC3=CC=CC(=C3)C#C)OCCOC.Cl. Cell line: OVCAR-5. Synergy scores: CSS=21.0, Synergy_ZIP=0.827, Synergy_Bliss=5.13, Synergy_Loewe=-4.99, Synergy_HSA=5.78.